This data is from Full USPTO retrosynthesis dataset with 1.9M reactions from patents (1976-2016). The task is: Predict the reactants needed to synthesize the given product. (1) Given the product [Cl:10]/[C:1](=[CH:16]/[C:15]1[CH:18]=[CH:19][C:12]([OH:11])=[C:13]([O:20][CH3:21])[CH:14]=1)/[C:2]([C:4]1[CH:9]=[CH:8][CH:7]=[CH:6][CH:5]=1)=[O:3], predict the reactants needed to synthesize it. The reactants are: [CH2:1]([Cl:10])[C:2]([C:4]1[CH:9]=[CH:8][CH:7]=[CH:6][CH:5]=1)=[O:3].[OH:11][C:12]1[CH:19]=[CH:18][C:15]([CH:16]=O)=[CH:14][C:13]=1[O:20][CH3:21].OC1C=CC(C2SC(NC(=O)CCCCCCC)=NN=2)=CC=1OC. (2) Given the product [N:40]1[CH:39]=[CH:38][CH:37]=[N:36][C:35]=1[C:31]1[CH:30]=[C:29]([C:28]2[CH2:27][C:26](=[O:42])[NH:19][C:9]3[CH:10]=[C:11]([C:15]([F:16])([F:17])[F:18])[CH:12]=[CH:13][C:8]=3[N:7]=2)[CH:34]=[CH:33][CH:32]=1, predict the reactants needed to synthesize it. The reactants are: C(OC(=O)[NH:7][C:8]1[CH:13]=[C:12](C)[C:11]([C:15]([F:18])([F:17])[F:16])=[CH:10][C:9]=1[NH2:19])(C)(C)C.C(O[C:26](=[O:42])[CH2:27][C:28](=O)[C:29]1[CH:34]=[CH:33][CH:32]=[C:31]([C:35]2[N:40]=[CH:39][CH:38]=[CH:37][N:36]=2)[CH:30]=1)(C)(C)C.